From a dataset of Catalyst prediction with 721,799 reactions and 888 catalyst types from USPTO. Predict which catalyst facilitates the given reaction. (1) Reactant: [H-].[Na+].[F:3][C:4]1[CH:10]=[CH:9][CH:8]=[CH:7][C:5]=1[NH2:6].Cl[C:12]1[CH:21]=[CH:20][C:19]2[C:14](=[C:15]([C:22]3[NH:30][C:29]4[CH2:28][CH2:27][NH:26][C:25](=[O:31])[C:24]=4[CH:23]=3)[CH:16]=[CH:17][CH:18]=2)[N:13]=1. Product: [F:3][C:4]1[CH:10]=[CH:9][CH:8]=[CH:7][C:5]=1[NH:6][C:12]1[CH:21]=[CH:20][C:19]2[C:14](=[C:15]([C:22]3[NH:30][C:29]4[CH2:28][CH2:27][NH:26][C:25](=[O:31])[C:24]=4[CH:23]=3)[CH:16]=[CH:17][CH:18]=2)[N:13]=1. The catalyst class is: 3. (2) Reactant: [CH3:1][O:2][CH2:3][CH:4]([CH2:12][O:13][CH3:14])[O:5][C:6]1[CH:11]=[CH:10][CH:9]=[CH:8][CH:7]=1.[Cl:15][S:16](O)(=[O:18])=[O:17]. Product: [CH3:1][O:2][CH2:3][CH:4]([CH2:12][O:13][CH3:14])[O:5][C:6]1[CH:11]=[CH:10][C:9]([S:16]([Cl:15])(=[O:18])=[O:17])=[CH:8][CH:7]=1. The catalyst class is: 22. (3) Reactant: [Br:1][C:2]1[CH:11]=[C:10]2[C:5]([C:6](=[O:15])[CH:7]=[C:8]([C:12]([OH:14])=O)[O:9]2)=[CH:4][C:3]=1[F:16].Cl.Cl.[O:19]1[C:23]2[CH:24]=[CH:25][C:26]([CH2:28][N:29]3[CH2:34][CH2:33][CH:32]([NH2:35])[CH2:31][CH2:30]3)=[CH:27][C:22]=2[O:21][CH2:20]1.CCN=C=NCCCN(C)C.C1C=CC2N(O)N=NC=2C=1.CN1CCOCC1. Product: [O:19]1[C:23]2[CH:24]=[CH:25][C:26]([CH2:28][N:29]3[CH2:34][CH2:33][CH:32]([NH:35][C:12]([C:8]4[O:9][C:10]5[C:5]([C:6](=[O:15])[CH:7]=4)=[CH:4][C:3]([F:16])=[C:2]([Br:1])[CH:11]=5)=[O:14])[CH2:31][CH2:30]3)=[CH:27][C:22]=2[O:21][CH2:20]1. The catalyst class is: 136. (4) Reactant: [C:1]([N:4]1[C:13]2[C:8](=[CH:9][C:10]([C:14](Cl)=[O:15])=[CH:11][CH:12]=2)[CH:7]([NH:17][C:18]2[CH:23]=[CH:22][CH:21]=[C:20]([CH3:24])[N:19]=2)[CH:6]([CH3:25])[CH:5]1[CH:26]1[CH2:28][CH2:27]1)(=[O:3])[CH3:2].N#N.Cl.[CH3:32][NH:33][CH3:34].CCN(C(C)C)C(C)C. Product: [C:1]([N:4]1[C:13]2[C:8](=[CH:9][C:10]([C:14]([N:33]([CH3:34])[CH3:32])=[O:15])=[CH:11][CH:12]=2)[CH:7]([NH:17][C:18]2[CH:23]=[CH:22][CH:21]=[C:20]([CH3:24])[N:19]=2)[CH:6]([CH3:25])[CH:5]1[CH:26]1[CH2:28][CH2:27]1)(=[O:3])[CH3:2]. The catalyst class is: 10.